This data is from Forward reaction prediction with 1.9M reactions from USPTO patents (1976-2016). The task is: Predict the product of the given reaction. (1) Given the reactants [P:1]([O-:21])([O:12][CH2:13][CH:14]([CH2:19][CH3:20])[CH2:15][CH2:16][CH2:17][CH3:18])([O:3][CH2:4][CH:5]([CH2:10][CH3:11])[CH2:6][CH2:7][CH2:8][CH3:9])=[O:2].[Cl-].[CH2:23]([N+:27]1[CH:31]=[CH:30][N:29]([CH2:32][CH2:33][CH2:34][CH2:35][CH2:36][CH3:37])[CH:28]=1)[CH2:24][CH2:25][CH3:26].[OH-].[Na+], predict the reaction product. The product is: [CH2:10]([CH:5]([CH2:6][CH2:7][CH2:8][CH3:9])[CH2:4][O:3][P:1]([O-:21])([O:12][CH2:13][CH:14]([CH2:19][CH3:20])[CH2:15][CH2:16][CH2:17][CH3:18])=[O:2])[CH3:11].[CH2:23]([N+:27]1[CH:31]=[CH:30][N:29]([CH2:32][CH2:33][CH2:34][CH2:35][CH2:36][CH3:37])[CH:28]=1)[CH2:24][CH2:25][CH3:26]. (2) The product is: [F:1][C:2]([F:10])([F:9])[C:3]([CH3:8])([CH3:7])[C:4]([Cl:14])=[O:5]. Given the reactants [F:1][C:2]([F:10])([F:9])[C:3]([CH3:8])([CH3:7])[C:4](O)=[O:5].C(Cl)(=O)C([Cl:14])=O, predict the reaction product. (3) Given the reactants [C:1]([O:5][C:6](=[O:15])[CH2:7]/[N:8]=[CH:9]/[CH2:10][C:11]([CH3:14])([CH3:13])[CH3:12])([CH3:4])([CH3:3])[CH3:2].[Cl:16][C:17]1[CH:22]=[CH:21][C:20](/[C:23](=[CH:26]/[C:27]2[CH:32]=[C:31]([Cl:33])[CH:30]=[CH:29][C:28]=2[O:34][CH3:35])/[C:24]#[N:25])=[C:19]([F:36])[CH:18]=1.C(N(CC)CC)C, predict the reaction product. The product is: [C:1]([O:5][C:6]([CH:7]1[CH:26]([C:27]2[CH:32]=[C:31]([Cl:33])[CH:30]=[CH:29][C:28]=2[O:34][CH3:35])[C:23]([C:20]2[CH:21]=[CH:22][C:17]([Cl:16])=[CH:18][C:19]=2[F:36])([C:24]#[N:25])[CH:9]([CH2:10][C:11]([CH3:14])([CH3:13])[CH3:12])[NH:8]1)=[O:15])([CH3:4])([CH3:3])[CH3:2].